Dataset: CYP1A2 inhibition data for predicting drug metabolism from PubChem BioAssay. Task: Regression/Classification. Given a drug SMILES string, predict its absorption, distribution, metabolism, or excretion properties. Task type varies by dataset: regression for continuous measurements (e.g., permeability, clearance, half-life) or binary classification for categorical outcomes (e.g., BBB penetration, CYP inhibition). Dataset: cyp1a2_veith. (1) The molecule is Nc1nc(Cl)nc2c1ncn2[C@@H]1O[C@@H](CO)[C@@H](O)[C@H]1O. The result is 0 (non-inhibitor). (2) The drug is O=[N+]([O-])c1ccc2c(c1)Cc1cc(N=Cc3ccc4c(c3)OCO4)ccc1-2. The result is 1 (inhibitor). (3) The result is 0 (non-inhibitor). The drug is O=C(Nc1cccc(F)c1)N1CC2(CCNCC2)C1. (4) The drug is O.O.O=c1c(O)c(-c2ccc(O)c(O)c2)oc2cc(O)cc(O)c12. The result is 1 (inhibitor). (5) The compound is C=CC[C@@H]1C=C[C@@H](O/N=C\C[C@@H]2C=C[C@H](OC(C)=O)[C@H](COC(C)=O)O2)[C@@H](CO)O1. The result is 0 (non-inhibitor). (6) The compound is O=[N+]([O-])c1ccc(N2CCCCCC2)c(S(=O)(=O)N2CCCCC2)c1. The result is 1 (inhibitor).